This data is from Forward reaction prediction with 1.9M reactions from USPTO patents (1976-2016). The task is: Predict the product of the given reaction. Given the reactants ClC1C=C(C=CC=1Cl)C([NH:7][CH2:8][C:9]([NH:11][C@@H:12]1[CH2:16][CH2:15][N:14]([CH:17]2[CH2:22][CH2:21][N:20]([C:23]3[CH:28]=[CH:27][C:26]([O:29][CH3:30])=[CH:25][CH:24]=3)[CH2:19][CH2:18]2)[CH2:13]1)=[O:10])=O.ClC1C=C(C=CC=1Cl)C(Cl)=[O:40], predict the reaction product. The product is: [NH2:7][CH2:8][C:9]([NH:11][C@@H:12]1[CH2:16][CH2:15][N:14]([CH:17]2[CH2:18][CH2:19][O:40][CH2:21][CH2:22]2)[CH2:13]1)=[O:10].[NH2:7][CH2:8][C:9]([NH:11][C@@H:12]1[CH2:16][CH2:15][N:14]([CH:17]2[CH2:22][CH2:21][N:20]([C:23]3[CH:24]=[CH:25][C:26]([O:29][CH3:30])=[CH:27][CH:28]=3)[CH2:19][CH2:18]2)[CH2:13]1)=[O:10].